Dataset: Forward reaction prediction with 1.9M reactions from USPTO patents (1976-2016). Task: Predict the product of the given reaction. (1) Given the reactants [CH2:1]([O:8][C:9]1[CH:17]=[C:16]2[C:12]([CH:13]=[CH:14][NH:15]2)=[CH:11][CH:10]=1)[C:2]1[CH:7]=[CH:6][CH:5]=[CH:4][CH:3]=1.[C:18]1([CH3:24])[CH:23]=[CH:22][CH:21]=[CH:20][CH:19]=1.C(N(CC)C(C)C)(C)C.[Cl-].[NH4+].[C:36]([O:39][CH2:40]C)(=[O:38])C, predict the reaction product. The product is: [C:2]1([CH2:1][O:8][C:9]2[CH:17]=[C:16]3[C:12]([C:13]([CH2:24][C:18]4[CH:23]=[C:22]([CH:21]=[CH:20][CH:19]=4)[C:36]([O:39][CH3:40])=[O:38])=[CH:14][NH:15]3)=[CH:11][CH:10]=2)[CH:3]=[CH:4][CH:5]=[CH:6][CH:7]=1. (2) Given the reactants [Br:1][C:2]1[CH:7]=[CH:6][C:5]([OH:8])=[CH:4][C:3]=1[O:9][CH:10]([CH3:12])[CH3:11].C(=O)([O-])[O-].[K+].[K+].[CH2:19](I)[CH3:20], predict the reaction product. The product is: [Br:1][C:2]1[CH:7]=[CH:6][C:5]([O:8][CH2:19][CH3:20])=[CH:4][C:3]=1[O:9][CH:10]([CH3:12])[CH3:11]. (3) The product is: [F:14][C:15]1[CH:21]=[C:20]([I:22])[CH:19]=[CH:18][C:16]=1[NH:17][C:2]([NH:1][C:4]1[CH:9]=[CH:8][CH:7]=[C:6]([C:10]([F:11])([F:12])[F:13])[CH:5]=1)=[O:3]. Given the reactants [N:1]([C:4]1[CH:9]=[CH:8][CH:7]=[C:6]([C:10]([F:13])([F:12])[F:11])[CH:5]=1)=[C:2]=[O:3].[F:14][C:15]1[CH:21]=[C:20]([I:22])[CH:19]=[CH:18][C:16]=1[NH2:17], predict the reaction product. (4) Given the reactants C(OC(=O)[NH:7][CH:8]1[C:15](=[O:16])[N:14]2[CH:10]([S:11][CH2:12][CH:13]2[C:17]#[N:18])[CH2:9]1)(C)(C)C, predict the reaction product. The product is: [NH2:7][CH:8]1[C:15](=[O:16])[N:14]2[CH:10]([S:11][CH2:12][CH:13]2[C:17]#[N:18])[CH2:9]1. (5) Given the reactants [C:1]1([CH:7]([C:10]2[CH:15]=[CH:14][CH:13]=[CH:12][CH:11]=2)[CH2:8][NH2:9])[CH:6]=[CH:5][CH:4]=[CH:3][CH:2]=1.[O:16]=[C:17]1[C:21]([C:28]2[CH:33]=[CH:32][CH:31]=[CH:30][CH:29]=2)([C:22]2[CH:27]=[CH:26][CH:25]=[CH:24][CH:23]=2)[CH2:20][CH2:19][N:18]1[CH2:34][C:35](O)=[O:36].Cl.C(N=C=NCCCN(C)C)C, predict the reaction product. The product is: [C:10]1([CH:7]([C:1]2[CH:2]=[CH:3][CH:4]=[CH:5][CH:6]=2)[CH2:8][NH:9][C:35](=[O:36])[CH2:34][N:18]2[CH2:19][CH2:20][C:21]([C:22]3[CH:27]=[CH:26][CH:25]=[CH:24][CH:23]=3)([C:28]3[CH:33]=[CH:32][CH:31]=[CH:30][CH:29]=3)[C:17]2=[O:16])[CH:11]=[CH:12][CH:13]=[CH:14][CH:15]=1. (6) Given the reactants C[O:2][C:3](=O)[CH2:4][CH2:5][C:6]1[CH:11]=[CH:10][C:9]([F:12])=[CH:8][C:7]=1[S:13]([CH3:16])(=[O:15])=[O:14].[H-].[H-].[H-].[H-].[Li+].[Al+3].O, predict the reaction product. The product is: [F:12][C:9]1[CH:10]=[CH:11][C:6]([CH2:5][CH2:4][CH2:3][OH:2])=[C:7]([S:13]([CH3:16])(=[O:15])=[O:14])[CH:8]=1. (7) The product is: [Cl:26][C:27]1[CH:28]=[C:29]([CH:32]=[CH:33][CH:34]=1)[CH2:30][NH:31][C:22]([C:16]1[CH:15]=[C:14]2[C:19]([C:20](=[O:21])[N:11]([C:5]3[N:6]=[C:7]([O:9][CH3:10])[CH:8]=[C:3]([O:2][CH3:1])[N:4]=3)[C:12](=[S:25])[NH:13]2)=[CH:18][CH:17]=1)=[O:24]. Given the reactants [CH3:1][O:2][C:3]1[CH:8]=[C:7]([O:9][CH3:10])[N:6]=[C:5]([N:11]2[C:20](=[O:21])[C:19]3[C:14](=[CH:15][C:16]([C:22]([OH:24])=O)=[CH:17][CH:18]=3)[NH:13][C:12]2=[S:25])[N:4]=1.[Cl:26][C:27]1[CH:28]=[C:29]([CH:32]=[CH:33][CH:34]=1)[CH2:30][NH2:31].CCN(C(C)C)C(C)C.CN(C(ON1N=NC2C=CC=NC1=2)=[N+](C)C)C.F[P-](F)(F)(F)(F)F, predict the reaction product. (8) Given the reactants [C:1]([CH:4]1[CH2:9][CH2:8][N:7]([C:10]([O:12][C:13]([CH3:16])([CH3:15])[CH3:14])=[O:11])[CH2:6][CH2:5]1)(=O)[CH3:2].NC1NN=C(C2C=CC(OC3C=CC=CC=3)=CC=2)C=1C#N.NC1C=C(C2N3N=C(C4C=CC(OC5C=CC=CC=5)=CC=4)C(C#N)=C3N=CC=2)C=CC=1.ClCCC(NC1C=C(C2[N:86]3[N:87]=[C:88]([C:93]4[CH:98]=[CH:97][C:96]([O:99][C:100]5[CH:105]=[CH:104][CH:103]=[CH:102][CH:101]=5)=[CH:95][CH:94]=4)[C:89]([C:90]([NH2:92])=[O:91])=[C:85]3[NH:84][CH2:83]C2)C=CC=1)=O, predict the reaction product. The product is: [C:13]([O:12][C:10]([N:7]1[CH2:8][CH2:9][CH:4]([CH:1]2[N:86]3[N:87]=[C:88]([C:93]4[CH:98]=[CH:97][C:96]([O:99][C:100]5[CH:105]=[CH:104][CH:103]=[CH:102][CH:101]=5)=[CH:95][CH:94]=4)[C:89]([C:90]([NH2:92])=[O:91])=[C:85]3[NH:84][CH2:83][CH2:2]2)[CH2:5][CH2:6]1)=[O:11])([CH3:16])([CH3:15])[CH3:14]. (9) Given the reactants Cl[C:2]1[N:7]=[C:6]([C:8]([F:11])([F:10])[F:9])[C:5]([C:12]([O:14][CH2:15][CH3:16])=[O:13])=[CH:4][N:3]=1.[F:17][C:18]([F:30])([F:29])[O:19][C:20]1[CH:25]=[CH:24][C:23](B(O)O)=[CH:22][CH:21]=1, predict the reaction product. The product is: [CH2:15]([O:14][C:12]([C:5]1[C:6]([C:8]([F:11])([F:10])[F:9])=[N:7][C:2]([C:23]2[CH:22]=[CH:21][C:20]([O:19][C:18]([F:17])([F:29])[F:30])=[CH:25][CH:24]=2)=[N:3][CH:4]=1)=[O:13])[CH3:16].